Task: Predict the product of the given reaction.. Dataset: Forward reaction prediction with 1.9M reactions from USPTO patents (1976-2016) Given the reactants [C:1]([NH:18][C@H:19]([C:24]([OH:26])=O)[CH2:20][CH2:21][S:22][CH3:23])([O:3][CH2:4][CH:5]1[C:17]2[C:12](=[CH:13][CH:14]=[CH:15][CH:16]=2)[C:11]2[C:6]1=[CH:7][CH:8]=[CH:9][CH:10]=2)=[O:2].N1C=CC=CC=1.N1C(F)=NC(F)=NC=1[F:35], predict the reaction product. The product is: [C:1]([NH:18][C@H:19]([C:24]([F:35])=[O:26])[CH2:20][CH2:21][S:22][CH3:23])([O:3][CH2:4][CH:5]1[C:17]2[C:12](=[CH:13][CH:14]=[CH:15][CH:16]=2)[C:11]2[C:6]1=[CH:7][CH:8]=[CH:9][CH:10]=2)=[O:2].